This data is from Full USPTO retrosynthesis dataset with 1.9M reactions from patents (1976-2016). The task is: Predict the reactants needed to synthesize the given product. Given the product [C:11]([C:7]1[CH:8]=[CH:9][CH:10]=[C:5]([C:1]([CH3:4])([CH3:3])[CH3:2])[C:6]=1[O:15][P:22]1[O:26][C:25]([C:33]2[CH:38]=[CH:37][CH:36]=[CH:35][CH:34]=2)([C:27]2[CH:28]=[CH:29][CH:30]=[CH:31][CH:32]=2)[C:24]([C:39]2[CH:40]=[CH:41][CH:42]=[CH:43][CH:44]=2)([C:45]2[CH:46]=[CH:47][CH:48]=[CH:49][CH:50]=2)[O:23]1)([CH3:14])([CH3:13])[CH3:12], predict the reactants needed to synthesize it. The reactants are: [C:1]([C:5]1[CH:10]=[CH:9][CH:8]=[C:7]([C:11]([CH3:14])([CH3:13])[CH3:12])[C:6]=1[OH:15])([CH3:4])([CH3:3])[CH3:2].[Li]CCCC.Cl[P:22]1[O:26][C:25]([C:33]2[CH:38]=[CH:37][CH:36]=[CH:35][CH:34]=2)([C:27]2[CH:32]=[CH:31][CH:30]=[CH:29][CH:28]=2)[C:24]([C:45]2[CH:50]=[CH:49][CH:48]=[CH:47][CH:46]=2)([C:39]2[CH:44]=[CH:43][CH:42]=[CH:41][CH:40]=2)[O:23]1.